Dataset: CYP2C19 inhibition data for predicting drug metabolism from PubChem BioAssay. Task: Regression/Classification. Given a drug SMILES string, predict its absorption, distribution, metabolism, or excretion properties. Task type varies by dataset: regression for continuous measurements (e.g., permeability, clearance, half-life) or binary classification for categorical outcomes (e.g., BBB penetration, CYP inhibition). Dataset: cyp2c19_veith. (1) The compound is Cc1ccc(Oc2nnc(-c3ccccc3)cc2C#N)cc1. The result is 0 (non-inhibitor). (2) The molecule is Cc1ccccc1-c1cc(Nc2ccccc2)ncn1. The result is 1 (inhibitor). (3) The molecule is NC1=Nc2ccccc2Oc2ccccc21. The result is 0 (non-inhibitor). (4) The drug is N#Cc1ccc(CN2CCCC3(CCN(C(=O)c4csnn4)CC3)C2)cc1. The result is 0 (non-inhibitor). (5) The molecule is O=C(N/N=C/C=C/c1ccccc1)c1cc2c(ccc3ccccc32)o1. The result is 0 (non-inhibitor). (6) The drug is CC[C@H]1NC(=O)c2cc(S(N)(=O)=O)c(Cl)cc2N1. The result is 0 (non-inhibitor).